This data is from Peptide-MHC class I binding affinity with 185,985 pairs from IEDB/IMGT. The task is: Regression. Given a peptide amino acid sequence and an MHC pseudo amino acid sequence, predict their binding affinity value. This is MHC class I binding data. The peptide sequence is GEYAPFARL. The MHC is HLA-A69:01 with pseudo-sequence HLA-A69:01. The binding affinity (normalized) is 0.0847.